This data is from Experimentally validated miRNA-target interactions with 360,000+ pairs, plus equal number of negative samples. The task is: Binary Classification. Given a miRNA mature sequence and a target amino acid sequence, predict their likelihood of interaction. The protein sequence of the target gene is MLLPVFTLKLRHKISPRMVAIGRYDGTHPCLAAATQAGKVFIHNPHTRSQHFSASRVFQSPLESDVSLLNINQTVSCLGSGVLNPELGYDTLLVGTQTSLLAYDIYNNSDLFYREVSDGANAIVLGTLGDIAPPLAIIGGNCALQGFDHEGNDLFWTVTGDNVHSLALCDFDGDGKTELLVGSEDFDIRVFKEDEIVAEMTETEIVTSLCPMYGSRFGYALSNGTVGVYDKTARYWRIKSKNHAMSIHAFDINSDGVCELITGWSNGKVDARSDRTGEVIFKDNFSSAVAGVVEGDYRMD.... Result: 0 (no interaction). The miRNA is hsa-miR-8072 with sequence GGCGGCGGGGAGGUAGGCAG.